This data is from Reaction yield outcomes from USPTO patents with 853,638 reactions. The task is: Predict the reaction yield, written as a fraction of the theoretical maximum amount of product (1.0 means a 100% yield; for example, 0.34 means a 34% yield). (1) The reactants are [C:1]([C:3]1[CH:4]=[C:5]2[C:10](=[CH:11][C:12]=1F)[O:9][C:8]([CH3:15])([CH3:14])[CH2:7][CH:6]2[C:16]([O:18][CH3:19])=[O:17])#[N:2].C([O-])([O-])=O.[K+].[K+].[Cl:26][C:27]1[CH:44]=[CH:43][C:30]([CH2:31][CH2:32][NH:33][C:34](=[O:42])[C:35]2[CH:40]=[CH:39][C:38]([OH:41])=[CH:37][CH:36]=2)=[CH:29][CH:28]=1. The catalyst is CN1CCCC1=O. The product is [Cl:26][C:27]1[CH:28]=[CH:29][C:30]([CH2:31][CH2:32][NH:33][C:34]([C:35]2[CH:40]=[CH:39][C:38]([O:41][C:12]3[CH:11]=[C:10]4[C:5]([CH:6]([C:16]([O:18][CH3:19])=[O:17])[CH2:7][C:8]([CH3:15])([CH3:14])[O:9]4)=[CH:4][C:3]=3[C:1]#[N:2])=[CH:37][CH:36]=2)=[O:42])=[CH:43][CH:44]=1. The yield is 0.0530. (2) The reactants are [CH3:1][C@H:2]1[CH2:6][CH2:5][CH2:4][N:3]1[C:7]([C:9]1[N:17]2[C:12]([CH2:13][O:14][CH2:15][CH2:16]2)=[C:11]([C:18](O)=[O:19])[CH:10]=1)=[O:8].ON1C2C=CC=CC=2N=N1.Cl.C(N=C=NCCCN(C)C)C.[F:43][C:44]([F:56])([F:55])[C:45]1[CH:50]=[CH:49][C:48]([C@H:51]([NH2:54])[CH2:52][CH3:53])=[CH:47][CH:46]=1. The catalyst is CN(C)C=O. The product is [F:43][C:44]([F:55])([F:56])[C:45]1[CH:46]=[CH:47][C:48]([C@H:51]([NH:54][C:18]([C:11]2[CH:10]=[C:9]([C:7]([N:3]3[CH2:4][CH2:5][CH2:6][C@@H:2]3[CH3:1])=[O:8])[N:17]3[CH2:16][CH2:15][O:14][CH2:13][C:12]=23)=[O:19])[CH2:52][CH3:53])=[CH:49][CH:50]=1. The yield is 0.650.